From a dataset of Full USPTO retrosynthesis dataset with 1.9M reactions from patents (1976-2016). Predict the reactants needed to synthesize the given product. (1) Given the product [O:21]1[C:22]2[C:27](=[CH:26][CH:25]=[CH:24][CH:23]=2)[CH:18]([NH:17][C:15]([NH:14][C:9]2[CH:10]=[CH:11][CH:12]=[C:13]3[C:8]=2[CH:7]=[N:6][NH:5]3)=[O:16])[CH2:19][CH2:20]1, predict the reactants needed to synthesize it. The reactants are: COC([N:5]1[C:13]2[C:8](=[C:9]([NH:14][C:15]([NH:17][CH:18]3[C:27]4[C:22](=[CH:23][CH:24]=[CH:25][CH:26]=4)[O:21][CH2:20][CH2:19]3)=[O:16])[CH:10]=[CH:11][CH:12]=2)[CH:7]=[N:6]1)=O.COC(N1C2C(=C(NC(NC3C4C(=CC(C(C)(C)C)=CC=4)OCC3)=O)C=CC=2)C=N1)=O. (2) Given the product [F:23][C:22]([F:25])([F:24])[C:46]([O-:47])=[O:41].[OH:1][C:2]([C:4]1[S:5][C:6]([C:9]2[CH:14]=[C:13]([NH:15][C:16]3[N:21]=[C:20]([C:22]([F:24])([F:23])[F:25])[CH:19]=[CH:18][NH+:17]=3)[CH:12]=[C:11]([CH3:26])[CH:10]=2)=[CH:7][N:8]=1)([C@H:27]1[CH2:28][CH2:29][C@H:30]([C:33]2[N:35]=[N:36][NH:37][N:34]=2)[CH2:31][CH2:32]1)[CH3:3], predict the reactants needed to synthesize it. The reactants are: [OH:1][C:2]([C@H:27]1[CH2:32][CH2:31][C@H:30]([C:33]#[N:34])[CH2:29][CH2:28]1)([C:4]1[S:5][C:6]([C:9]2[CH:14]=[C:13]([NH:15][C:16]3[N:21]=[C:20]([C:22]([F:25])([F:24])[F:23])[CH:19]=[CH:18][N:17]=3)[CH:12]=[C:11]([CH3:26])[CH:10]=2)=[CH:7][N:8]=1)[CH3:3].[N-:35]=[N+:36]=[N-:37].[Na+].CS(C)=[O:41].CN([CH:46]=[O:47])C. (3) Given the product [NH2:21][CH:5]([C:4]1[CH:7]=[CH:8][CH:9]=[C:2]([CH3:1])[CH:3]=1)[CH2:11][C:10]([OH:16])=[O:15], predict the reactants needed to synthesize it. The reactants are: [CH3:1][C:2]1[CH:3]=[C:4]([CH:7]=[CH:8][CH:9]=1)[CH:5]=O.[C:10]([OH:16])(=[O:15])[CH2:11]C(O)=O.C([O-])(=O)C.[NH4+:21]. (4) The reactants are: Cl[C:2]1[N:7]=[CH:6][C:5]([C:8]2[C:9]([CH2:16][CH3:17])=[C:10]([CH:13]=[CH:14][CH:15]=2)[CH:11]=[O:12])=[CH:4][N:3]=1.[CH3:18][CH:19]([CH3:38])[CH2:20][C:21]1[CH:28]=[CH:27][C:26](B2OC(C)(C)C(C)(C)O2)=[CH:25][C:22]=1[C:23]#[N:24].P([O-])([O-])([O-])=O.[K+].[K+].[K+]. Given the product [CH2:16]([C:9]1[C:10]([CH:11]=[O:12])=[CH:13][CH:14]=[CH:15][C:8]=1[C:5]1[CH:4]=[N:3][C:2]([C:26]2[CH:27]=[CH:28][C:21]([CH2:20][CH:19]([CH3:38])[CH3:18])=[C:22]([CH:25]=2)[C:23]#[N:24])=[N:7][CH:6]=1)[CH3:17], predict the reactants needed to synthesize it. (5) Given the product [CH2:41]([O:42][C:24](=[O:35])[CH2:29][CH:28]([N:14]1[C:15]2[CH:20]=[CH:19][CH:18]=[CH:17][C:16]=2[N:12]([CH2:11][C:9]2[C:10]3[C:2]([CH3:1])=[CH:3][CH:4]=[CH:5][C:6]=3[S:7][CH:8]=2)[C:13]1=[O:21])[CH2:27][CH2:26][CH3:25])[CH3:40], predict the reactants needed to synthesize it. The reactants are: [CH3:1][C:2]1[C:10]2[C:9]([CH2:11][N:12]3[C:16]4[CH:17]=[CH:18][CH:19]=[CH:20][C:15]=4[NH:14][C:13]3=[O:21])=[CH:8][S:7][C:6]=2[CH:5]=[CH:4][CH:3]=1.[OH-].C([N+](C)(C)C)[C:24]1[CH:29]=[CH:28][CH:27]=[CH:26][CH:25]=1.C([O-])([O-])=[O:35].[K+].[K+].[CH3:40][C:41](N(C)C)=[O:42].